From a dataset of Forward reaction prediction with 1.9M reactions from USPTO patents (1976-2016). Predict the product of the given reaction. (1) Given the reactants [Cl:1][C:2]1[CH:7]=[CH:6][N:5]=[C:4]([NH:8][C:9](=[O:14])[C:10]([CH3:13])([CH3:12])[CH3:11])[CH:3]=1.[Cl:15]N1C(=O)CCC1=O.O, predict the reaction product. The product is: [Cl:1][C:2]1[C:7]([Cl:15])=[CH:6][N:5]=[C:4]([NH:8][C:9](=[O:14])[C:10]([CH3:11])([CH3:13])[CH3:12])[CH:3]=1. (2) Given the reactants [CH:1]([O-:3])=[O:2].[Li+].CCN(C(C)C)C(C)C.C(OC(=O)C)(=O)C.Br[C:22]1[CH:53]=[CH:52][C:25]([CH2:26][N:27]([CH2:44][C:45]([O:47][C:48]([CH3:51])([CH3:50])[CH3:49])=[O:46])[C:28](=[O:43])[C:29]2[CH:34]=[CH:33][C:32]([NH:35][C:36]([O:38][C:39]([CH3:42])([CH3:41])[CH3:40])=[O:37])=[CH:31][CH:30]=2)=[CH:24][CH:23]=1.C(O)(=O)CC(CC(O)=O)(C(O)=O)O, predict the reaction product. The product is: [C:48]([O:47][C:45](=[O:46])[CH2:44][N:27]([CH2:26][C:25]1[CH:52]=[CH:53][C:22]([C:1]([OH:3])=[O:2])=[CH:23][CH:24]=1)[C:28](=[O:43])[C:29]1[CH:34]=[CH:33][C:32]([NH:35][C:36]([O:38][C:39]([CH3:42])([CH3:41])[CH3:40])=[O:37])=[CH:31][CH:30]=1)([CH3:51])([CH3:50])[CH3:49]. (3) Given the reactants [Br:1][C:2]1[O:6][C:5]([C:7]([OH:9])=O)=[CH:4][CH:3]=1.[NH2:10][C:11]1[CH:12]=[C:13]([CH:18]=[CH:19][CH:20]=1)[O:14][CH2:15][C:16]#[N:17], predict the reaction product. The product is: [C:16]([CH2:15][O:14][C:13]1[CH:12]=[C:11]([NH:10][C:7]([C:5]2[O:6][C:2]([Br:1])=[CH:3][CH:4]=2)=[O:9])[CH:20]=[CH:19][CH:18]=1)#[N:17]. (4) Given the reactants [NH2:1][C:2]1[CH:3]=[CH:4][C:5]2[N:10]([CH3:11])[C:9](=[O:12])[O:8][C:7]([CH2:18][CH3:19])([C:13]3[S:14][CH:15]=[CH:16][CH:17]=3)[C:6]=2[CH:20]=1.[Br:21][C:22]1[CH:27]=[CH:26][C:25](B(O)O)=[CH:24][CH:23]=1, predict the reaction product. The product is: [Br:21][C:22]1[CH:27]=[CH:26][C:25]([NH:1][C:2]2[CH:3]=[CH:4][C:5]3[N:10]([CH3:11])[C:9](=[O:12])[O:8][C:7]([CH2:18][CH3:19])([C:13]4[S:14][CH:15]=[CH:16][CH:17]=4)[C:6]=3[CH:20]=2)=[CH:24][CH:23]=1. (5) Given the reactants [OH:1][C:2]1[CH:3]=[CH:4][C:5]2[N:9]=[C:8]([C:10]([OH:12])=O)[NH:7][C:6]=2[CH:13]=1.C[CH:15]([CH:22]1[CH2:27][CH2:26][NH:25][CH2:24][CH2:23]1)[C:16]1[CH:21]=[CH:20][CH:19]=[CH:18][CH:17]=1.[CH:28](OC(C)C)(C)C, predict the reaction product. The product is: [OH:1][C:2]1[CH:3]=[CH:4][C:5]2[N:9]=[C:8]([C:10]([N:25]3[CH2:24][CH2:23][CH:22]([CH2:15][C:16]4[CH:17]=[CH:18][C:19]([CH3:28])=[CH:20][CH:21]=4)[CH2:27][CH2:26]3)=[O:12])[NH:7][C:6]=2[CH:13]=1.